Dataset: Forward reaction prediction with 1.9M reactions from USPTO patents (1976-2016). Task: Predict the product of the given reaction. (1) Given the reactants C([Li])CCC.[CH3:6][C:7]1[CH:15]=[CH:14][C:10]([C:11]([OH:13])=[O:12])=[CH:9][N:8]=1.Cl[CH2:17][C:18]1[C:19]([C:24]2[CH:29]=[CH:28][CH:27]=[CH:26][CH:25]=2)=[N:20][O:21][C:22]=1[CH3:23].Cl, predict the reaction product. The product is: [CH3:23][C:22]1[O:21][N:20]=[C:19]([C:24]2[CH:25]=[CH:26][CH:27]=[CH:28][CH:29]=2)[C:18]=1[CH2:17][CH2:6][C:7]1[CH:15]=[CH:14][C:10]([C:11]([OH:13])=[O:12])=[CH:9][N:8]=1. (2) The product is: [F:31][C:32]1[C:33]([O:41][CH3:42])=[C:34]([CH:38]=[CH:39][CH:40]=1)[C:35]([NH:15][C@H:11]1[CH2:12][CH2:13][CH2:14][C@@H:10]1[NH:9][C:7]1[S:8][C:4]2[CH:3]=[C:2]([F:1])[CH:30]=[CH:29][C:5]=2[N:6]=1)=[O:37]. Given the reactants [F:1][C:2]1[CH:30]=[CH:29][C:5]2[N:6]=[C:7]([NH:9][C@H:10]3[CH2:14][CH2:13][CH2:12][C@@H:11]3[NH:15]C(=O)C3C=CC=CC=3N3C=CC=N3)[S:8][C:4]=2[CH:3]=1.[F:31][C:32]1[C:33]([O:41][CH3:42])=[C:34]([CH:38]=[CH:39][CH:40]=1)[C:35]([OH:37])=O.Cl.FC1C=CC2N=C(N[C@H]3CCC[C@@H]3N)SC=2C=1, predict the reaction product. (3) The product is: [CH3:1][N:2]1[CH:6]=[C:5]([C:7]2[S:15][C:14]3[C:13]([C:16]4[CH2:17][CH2:18][N:19]([C:24]([NH:23][C@H:26]([C:28]5[CH:33]=[CH:32][CH:31]=[C:30]([O:34][CH3:35])[CH:29]=5)[CH3:27])=[O:25])[CH2:20][CH:21]=4)=[N:12][CH:11]=[N:10][C:9]=3[CH:8]=2)[C:4]([CH3:22])=[N:3]1. Given the reactants [CH3:1][N:2]1[CH:6]=[C:5]([C:7]2[S:15][C:14]3[C:13]([C:16]4[CH2:17][CH2:18][NH:19][CH2:20][CH:21]=4)=[N:12][CH:11]=[N:10][C:9]=3[CH:8]=2)[C:4]([CH3:22])=[N:3]1.[N:23]([C@H:26]([C:28]1[CH:33]=[CH:32][CH:31]=[C:30]([O:34][CH3:35])[CH:29]=1)[CH3:27])=[C:24]=[O:25].C(N(CC)C(C)C)(C)C, predict the reaction product. (4) Given the reactants [Cl:1][C:2]1[N:7]=[C:6](Cl)[CH:5]=[CH:4][N:3]=1.C(N(CC)CC)C.[NH:16]1[CH2:21][CH2:20][O:19][CH2:18][CH2:17]1, predict the reaction product. The product is: [Cl:1][C:2]1[N:7]=[C:6]([N:16]2[CH2:21][CH2:20][O:19][CH2:18][CH2:17]2)[CH:5]=[CH:4][N:3]=1. (5) Given the reactants [C:1](Cl)(=[O:3])[CH3:2].[F:5][C:6]1[C:7]([C:24]2[CH:29]=[CH:28][C:27]([F:30])=[CH:26][C:25]=2[O:31][CH3:32])=[CH:8][C:9]([NH:12][C:13]2[CH:18]=[C:17]([CH2:19][S:20]([CH3:23])(=[NH:22])=[O:21])[CH:16]=[CH:15][N:14]=2)=[N:10][CH:11]=1.C(N(CC)CC)C, predict the reaction product. The product is: [F:5][C:6]1[C:7]([C:24]2[CH:29]=[CH:28][C:27]([F:30])=[CH:26][C:25]=2[O:31][CH3:32])=[CH:8][C:9]([NH:12][C:13]2[CH:18]=[C:17]([CH2:19][S:20]([CH3:23])(=[O:21])=[N:22][C:1](=[O:3])[CH3:2])[CH:16]=[CH:15][N:14]=2)=[N:10][CH:11]=1. (6) Given the reactants FC(F)(F)C([N:5]1[CH2:11][CH:10]([CH3:12])[C:9]2[CH:13]=[C:14]([Br:21])[C:15]([O:17][CH:18]([CH3:20])[CH3:19])=[CH:16][C:8]=2[CH2:7][CH2:6]1)=O.[OH-].[Na+], predict the reaction product. The product is: [Br:21][C:14]1[C:15]([O:17][CH:18]([CH3:20])[CH3:19])=[CH:16][C:8]2[CH2:7][CH2:6][NH:5][CH2:11][CH:10]([CH3:12])[C:9]=2[CH:13]=1.